This data is from Full USPTO retrosynthesis dataset with 1.9M reactions from patents (1976-2016). The task is: Predict the reactants needed to synthesize the given product. The reactants are: [N+:1]([O-:4])([OH:3])=[O:2].[OH:5][CH2:6][C:7]1[C:12]([OH:13])=[CH:11][CH:10]=[C:9]([CH3:14])[N:8]=1.[NH4+].[OH-]. Given the product [CH3:14][C:9]1[N:8]=[C:7]([N+:1]([O-:4])=[O:2])[C:12]([OH:13])=[CH:11][CH:10]=1.[OH:5][CH2:6][C:7]1[C:12]([OH:13])=[C:11]([N+:1]([O-:3])=[O:2])[CH:10]=[C:9]([CH3:14])[N:8]=1, predict the reactants needed to synthesize it.